Dataset: Full USPTO retrosynthesis dataset with 1.9M reactions from patents (1976-2016). Task: Predict the reactants needed to synthesize the given product. (1) Given the product [F:1][C:2]1[CH:3]=[C:4]([CH:8]=[CH:9][C:10]=1[F:11])[C:5]([N:14]([O:15][CH3:16])[CH3:13])=[O:6], predict the reactants needed to synthesize it. The reactants are: [F:1][C:2]1[CH:3]=[C:4]([CH:8]=[CH:9][C:10]=1[F:11])[C:5](O)=[O:6].Cl.[CH3:13][NH:14][O:15][CH3:16].O.ON1C2C=CC=CC=2N=N1.C(N(CC)CC)C. (2) Given the product [NH2:23][C:5]1[CH:4]=[C:3]([CH2:1][CH3:2])[C:8]([S:9]([NH:10][C:11]2[CH:12]=[CH:13][C:14]3[CH2:18][O:17][B:16]([OH:19])[C:15]=3[CH:20]=2)(=[O:21])=[O:22])=[N:7][CH:6]=1, predict the reactants needed to synthesize it. The reactants are: [CH2:1]([C:3]1[CH:4]=[C:5]([NH:23]C(=O)C)[CH:6]=[N:7][C:8]=1[S:9](=[O:22])(=[O:21])[NH:10][C:11]1[CH:12]=[CH:13][C:14]2[CH2:18][O:17][B:16]([OH:19])[C:15]=2[CH:20]=1)[CH3:2]. (3) Given the product [CH2:21]([O:23][C:24](=[O:34])[CH2:25][N:26]([CH2:27][C:28]1[CH:33]=[CH:32][CH:31]=[CH:30][CH:29]=1)[S:9]([C:4]1[CH:5]=[CH:6][CH:7]=[CH:8][C:3]=1[C:2]([F:14])([F:13])[F:1])(=[O:11])=[O:10])[CH3:22], predict the reactants needed to synthesize it. The reactants are: [F:1][C:2]([F:14])([F:13])[C:3]1[CH:8]=[CH:7][CH:6]=[CH:5][C:4]=1[S:9](Cl)(=[O:11])=[O:10].N1C=CC=CC=1.[CH2:21]([O:23][C:24](=[O:34])[CH2:25][NH:26][CH2:27][C:28]1[CH:33]=[CH:32][CH:31]=[CH:30][CH:29]=1)[CH3:22]. (4) Given the product [Br:1][C:2]1[C:7]2=[N:8][O:9][N:10]=[C:6]2[C:5]([NH2:11])=[CH:4][CH:3]=1, predict the reactants needed to synthesize it. The reactants are: [Br:1][C:2]1[C:7]2=[N:8][O:9][N:10]=[C:6]2[C:5]([N+:11]([O-])=O)=[CH:4][CH:3]=1. (5) Given the product [CH3:1][C:2]1[N:3]=[CH:4][C:5]([CH2:8][O:9][C:10]2[CH:11]=[C:12]3[C:16](=[CH:17][CH:18]=2)[N:15]([CH2:19][CH2:20][N:21]2[CH2:22][CH2:23][O:49][CH2:25][CH2:26]2)[C:14]([CH2:27][C:28]([CH2:34][CH3:35])([CH2:32][CH3:33])[C:29]([OH:31])=[O:30])=[C:13]3[S:36][C:37]([CH3:39])([CH3:40])[CH3:38])=[N:6][CH:7]=1, predict the reactants needed to synthesize it. The reactants are: [CH3:1][C:2]1[N:3]=[CH:4][C:5]([CH2:8][O:9][C:10]2[CH:11]=[C:12]3[C:16](=[CH:17][CH:18]=2)[N:15]([CH2:19][CH2:20][N:21]2[CH2:26][CH2:25]C[CH2:23][CH2:22]2)[C:14]([CH2:27][C:28]([CH2:34][CH3:35])([CH2:32][CH3:33])[C:29]([OH:31])=[O:30])=[C:13]3[S:36][C:37]([CH3:40])([CH3:39])[CH3:38])=[N:6][CH:7]=1.CC1C=CC(C[O:49]C2C=C3C(=CC=2)N(CCN2CCCCC2)C(CC(CC)(CC)C(O)=O)=C3SC(C)(C)C)=NC=1.N1C=CC=CC=1COC1C=C2C(=CC=1)N(CC1C=CC=CC=1)C(C(CC1C=CC=CC=1)C(O)=O)=C2SC(C)(C)C.CC1C=CC(COC2C=C3C(=CC=2)N(CC2C=CC=CC=2)C(C(N(CCC(O)=O)C(C)(C)C)=O)=C3SC(C)(C)C)=NC=1.CC1C=CC(COC2C=C3C(=CC=2)N(CC2C=CC(C(C)(C)C)=CC=2)C(CC(CC)(CC)C(O)=O)=C3SC(C)(C)C)=NC=1.CC1C=CC(COC2C=C3C(=CC=2)N(CC2C=CC=CC=2C(F)(F)F)C(CC(CC)(CC)C(O)=O)=C3SC(C)(C)C)=NC=1.CC1N=CC(COC2C=C3C(=CC=2)N(CC2C=CC(C4C=CC(C(F)(F)F)=CN=4)=CC=2)C(CC2(C(O)=O)CCNCC2)=C3SC(C)(C)C)=NC=1. (6) Given the product [C:20]([O:19][C:17]([N:5]1[C@H:4]([C:10]([OH:12])=[O:11])[C@@H:3]2[CH2:9][CH2:8][C@H:6]1[CH2:7][C@H:2]2[OH:1])=[O:18])([CH3:23])([CH3:22])[CH3:21], predict the reactants needed to synthesize it. The reactants are: [OH:1][C@@H:2]1[CH2:7][C@@H:6]2[CH2:8][CH2:9][C@H:3]1[C@@H:4]([C:10]([O:12]CC)=[O:11])[NH:5]2.[OH-].[Na+].[C:17](O[C:17]([O:19][C:20]([CH3:23])([CH3:22])[CH3:21])=[O:18])([O:19][C:20]([CH3:23])([CH3:22])[CH3:21])=[O:18]. (7) Given the product [C:1]1([C:17]2[CH:18]=[C:19]([CH:21]=[CH:22][CH:23]=2)[NH2:20])[CH:6]=[CH:5][CH:4]=[CH:3][CH:2]=1, predict the reactants needed to synthesize it. The reactants are: [C:1]1(B(O)O)[CH:6]=[CH:5][CH:4]=[CH:3][CH:2]=1.C([O-])([O-])=O.[Na+].[Na+].Br[C:17]1[CH:18]=[C:19]([CH:21]=[CH:22][CH:23]=1)[NH2:20]. (8) Given the product [C:17]([C:14]1[CH:15]=[CH:16][C:11]([CH:9]2[NH:1][CH2:2][CH2:3][N:4]3[CH:8]=[CH:7][CH:6]=[C:5]23)=[CH:12][CH:13]=1)([CH3:20])([CH3:19])[CH3:18], predict the reactants needed to synthesize it. The reactants are: [NH2:1][CH2:2][CH2:3][N:4]1[CH:8]=[CH:7][CH:6]=[C:5]1[C:9]([C:11]1[CH:16]=[CH:15][C:14]([C:17]([CH3:20])([CH3:19])[CH3:18])=[CH:13][CH:12]=1)=O.[BH4-].[Na+]. (9) Given the product [Cl:1][C:2]1[C:3]([CH3:9])=[C:4]([CH:5]=[CH:6][CH:7]=1)[O:8][C:13]1[N:18]=[C:17]([O:19][C:20]2[C:25]([CH3:26])=[CH:24][C:23]([NH2:27])=[C:22]([CH3:28])[CH:21]=2)[CH:16]=[CH:15][N:14]=1, predict the reactants needed to synthesize it. The reactants are: [Cl:1][C:2]1[C:3]([CH3:9])=[C:4]([OH:8])[CH:5]=[CH:6][CH:7]=1.[H-].[Na+].Cl[C:13]1[N:18]=[C:17]([O:19][C:20]2[C:25]([CH3:26])=[CH:24][C:23]([NH2:27])=[C:22]([CH3:28])[CH:21]=2)[CH:16]=[CH:15][N:14]=1.O. (10) Given the product [Cl:1][C:2]1[CH:7]=[C:6]([NH:8][C:55]2[CH:56]=[CH:57][C:52]([Cl:51])=[CH:53][C:54]=2[CH3:59])[CH:5]=[CH:4][C:3]=1[C:19]([C:21]1[CH:26]=[C:25]([N+:27]([O-:29])=[O:28])[CH:24]=[CH:23][C:22]=1[CH3:30])=[O:20], predict the reactants needed to synthesize it. The reactants are: [Cl:1][C:2]1[CH:7]=[C:6]([NH:8]C2C=CC(C(F)(F)F)=CC=2)[CH:5]=[CH:4][C:3]=1[C:19]([C:21]1[CH:26]=[C:25]([N+:27]([O-:29])=[O:28])[CH:24]=[CH:23][C:22]=1[CH3:30])=[O:20].BrC1C=CC(C(C2C=C([N+]([O-])=O)C=CC=2C)=O)=C(Cl)C=1.[Cl:51][C:52]1[CH:57]=[CH:56][C:55](N)=[C:54]([CH3:59])[CH:53]=1.